Task: Predict the product of the given reaction.. Dataset: Forward reaction prediction with 1.9M reactions from USPTO patents (1976-2016) Given the reactants [CH2:1]([NH:3][C:4]([NH:6][C:7]1[CH:12]=[CH:11][C:10]([C:13]2[N:14]=[C:15]([N:23]3[CH2:28][CH2:27][O:26][CH2:25][CH2:24]3)[C:16]3[CH2:22][CH2:21][NH:20][CH2:19][C:17]=3[N:18]=2)=[CH:9][CH:8]=1)=[O:5])[CH3:2].Cl[C:30]([O:32][CH3:33])=[O:31], predict the reaction product. The product is: [CH2:1]([NH:3][C:4](=[O:5])[NH:6][C:7]1[CH:8]=[CH:9][C:10]([C:13]2[N:14]=[C:15]([N:23]3[CH2:24][CH2:25][O:26][CH2:27][CH2:28]3)[C:16]3[CH2:22][CH2:21][N:20]([C:30]([O:32][CH3:33])=[O:31])[CH2:19][C:17]=3[N:18]=2)=[CH:11][CH:12]=1)[CH3:2].